From a dataset of Full USPTO retrosynthesis dataset with 1.9M reactions from patents (1976-2016). Predict the reactants needed to synthesize the given product. (1) Given the product [CH3:27][NH:26][C:25]([C:21]1[CH:22]=[CH:23][N:24]2[C:19]([CH:20]=1)=[C:18]([C:29]1[CH:30]=[CH:31][CH:32]=[CH:33][CH:34]=1)[C:17]([CH2:35][C:36]1[CH:41]=[CH:40][CH:39]=[C:38]([F:42])[C:37]=1[CH3:43])=[C:16]2[C:14]([N:11]1[CH2:10][CH2:9][NH:8][CH2:13][CH2:12]1)=[O:15])=[O:28], predict the reactants needed to synthesize it. The reactants are: C(OC([N:8]1[CH2:13][CH2:12][N:11]([C:14]([C:16]2[N:24]3[C:19]([CH:20]=[C:21]([C:25](=[O:28])[NH:26][CH3:27])[CH:22]=[CH:23]3)=[C:18]([C:29]3[CH:34]=[CH:33][CH:32]=[CH:31][CH:30]=3)[C:17]=2[CH2:35][C:36]2[CH:41]=[CH:40][CH:39]=[C:38]([F:42])[C:37]=2[CH3:43])=[O:15])[CH2:10][CH2:9]1)=O)(C)(C)C.Cl.O1CCOCC1. (2) Given the product [C:25]([CH2:24][C:17]1[CH:16]=[C:15]([O:14][CH3:13])[CH:23]=[CH:22][C:18]=1[C:19]([OH:21])=[O:20])([OH:28])=[O:26], predict the reactants needed to synthesize it. The reactants are: C(NC(C)C)(C)C.C([Li])CCC.[CH3:13][O:14][C:15]1[CH:23]=[CH:22][C:18]([C:19]([OH:21])=[O:20])=[C:17]([CH3:24])[CH:16]=1.[C:25](=O)([O:28]C)[O:26]C. (3) The reactants are: [O:1]1[CH2:6][CH2:5][C:4](=[CH:7][C:8]([O:10][CH2:11][CH3:12])=[O:9])[CH2:3][CH2:2]1. Given the product [O:1]1[CH2:6][CH2:5][CH:4]([CH2:7][C:8]([O:10][CH2:11][CH3:12])=[O:9])[CH2:3][CH2:2]1, predict the reactants needed to synthesize it. (4) Given the product [CH3:43][C:31]1[CH:36]=[C:35]([CH3:37])[CH:34]=[C:33]([CH3:38])[C:32]=1[S:39]([NH:1][C:2]1[CH:7]=[CH:6][C:5]([N:8]2[CH2:13][CH2:12][NH:11][CH2:10][CH2:9]2)=[CH:4][C:3]=1[NH:21][S:22]([C:25]1[CH:30]=[CH:29][CH:28]=[CH:27][CH:26]=1)(=[O:24])=[O:23])(=[O:41])=[O:40], predict the reactants needed to synthesize it. The reactants are: [NH2:1][C:2]1[CH:7]=[CH:6][C:5]([N:8]2[CH2:13][CH2:12][N:11](C(OC(C)(C)C)=O)[CH2:10][CH2:9]2)=[CH:4][C:3]=1[NH:21][S:22]([C:25]1[CH:30]=[CH:29][CH:28]=[CH:27][CH:26]=1)(=[O:24])=[O:23].[C:31]1([CH3:43])[CH:36]=[C:35]([CH3:37])[CH:34]=[C:33]([CH3:38])[C:32]=1[S:39](Cl)(=[O:41])=[O:40]. (5) Given the product [CH:38]1([N:41]2[CH:45]=[C:44]([C:2]3[C:3]([O:16][C:17]4[N:25]=[C:24]5[C:20]([N:21]([CH:26]6[CH2:31][CH2:30][CH2:29][CH2:28][O:27]6)[CH:22]=[N:23]5)=[CH:19][N:18]=4)=[C:4]4[C:9](=[CH:10][CH:11]=3)[N:8]([C:12](=[O:14])[CH3:13])[C@@H:7]([CH3:15])[CH2:6][CH2:5]4)[CH:43]=[N:42]2)[CH2:40][CH2:39]1, predict the reactants needed to synthesize it. The reactants are: Br[C:2]1[C:3]([O:16][C:17]2[N:25]=[C:24]3[C:20]([N:21]([CH:26]4[CH2:31][CH2:30][CH2:29][CH2:28][O:27]4)[CH:22]=[N:23]3)=[CH:19][N:18]=2)=[C:4]2[C:9](=[CH:10][CH:11]=1)[N:8]([C:12](=[O:14])[CH3:13])[C@@H:7]([CH3:15])[CH2:6][CH2:5]2.C(=O)([O-])[O-].[K+].[K+].[CH:38]1([N:41]2[CH:45]=[C:44](B3OC(C)(C)C(C)(C)O3)[CH:43]=[N:42]2)[CH2:40][CH2:39]1.O1CCOCC1. (6) Given the product [NH2:20][C@@H:13]1[C:14]2[C:19](=[CH:18][CH:17]=[CH:16][CH:15]=2)[C@H:10]([O:9][CH2:8][C:7]([N:1]2[CH2:2][CH2:3][O:4][CH2:5][CH2:6]2)=[O:31])[CH2:11][CH2:12]1, predict the reactants needed to synthesize it. The reactants are: [N:1]1([C:7](=[O:31])[CH2:8][O:9][C@H:10]2[C:19]3[C:14](=[CH:15][CH:16]=[CH:17][CH:18]=3)[C@@H:13]([N:20]3C(=O)C4C(=CC=CC=4)C3=O)[CH2:12][CH2:11]2)[CH2:6][CH2:5][O:4][CH2:3][CH2:2]1.O.NN. (7) Given the product [CH:13]1[C:14]2[C:9](=[CH:8][CH:21]=[CH:16][CH:15]=2)[CH:10]=[CH:11][CH:12]=1, predict the reactants needed to synthesize it. The reactants are: BrC1C=CC=CC=1[C:8]1[C:9]2[C:14]([C:15](C3C=CC=CC=3Br)=[C:16]3[C:21]=1C=CC=C3)=[CH:13][CH:12]=[CH:11][CH:10]=2.BrC1C2C(=CC=CC=2)C(C2C3C(=CC=CC=3)C(C3C4C(C(Br)=C5C=3C=CC=C5)=CC=CC=4)=CC=2)=C2C=1C=CC=C2.OC(C(O)(C)C)(C)C.C1(C(=CC=CC=1)O)O.